This data is from Full USPTO retrosynthesis dataset with 1.9M reactions from patents (1976-2016). The task is: Predict the reactants needed to synthesize the given product. (1) The reactants are: [CH:1]([O:4][C:5]1[CH:6]=[C:7]([CH:13]=[CH:14][CH:15]=1)[C:8](OCC)=[O:9])([CH3:3])[CH3:2].[H-].[Al+3].[Li+].[H-].[H-].[H-].O. Given the product [CH:1]([O:4][C:5]1[CH:6]=[C:7]([CH:13]=[CH:14][CH:15]=1)[CH2:8][OH:9])([CH3:3])[CH3:2], predict the reactants needed to synthesize it. (2) Given the product [CH:41]1[C:40]2[CH:4]([CH2:1][O:5][C:6]([NH:8][C@@H:9]([CH2:13][C:14]3[CH:19]=[CH:18][C:17]([F:20])=[C:16]([Cl:21])[CH:15]=3)[C:10]([OH:12])=[O:11])=[O:7])[C:33]3[C:38](=[CH:37][CH:36]=[CH:35][CH:34]=3)[C:39]=2[CH:44]=[CH:43][CH:42]=1, predict the reactants needed to synthesize it. The reactants are: [C:1]([O:5][C:6]([NH:8][C@@H:9]([CH2:13][C:14]1[CH:19]=[CH:18][C:17]([F:20])=[C:16]([Cl:21])[CH:15]=1)[C:10]([OH:12])=[O:11])=[O:7])([CH3:4])(C)C.Cl.C([O-])([O-])=O.[Na+].[Na+].C(=O)(ON1C(=O)CCC1=O)OCC1[C:44]2[CH:43]=[CH:42][CH:41]=[CH:40][C:39]=2[C:38]2[C:33]1=[CH:34][CH:35]=[CH:36][CH:37]=2.